From a dataset of Reaction yield outcomes from USPTO patents with 853,638 reactions. Predict the reaction yield, written as a fraction of the theoretical maximum amount of product (1.0 means a 100% yield; for example, 0.34 means a 34% yield). (1) The reactants are [C:1]([C:5]1[N:6]=[C:7]([N:14]2[CH2:18][CH2:17][CH:16]([O:19]C(=O)C)[CH2:15]2)[C:8]2[CH:13]=[CH:12][NH:11][C:9]=2[N:10]=1)([CH3:4])([CH3:3])[CH3:2].[H-].[Na+].Br[CH2:26][C:27]1[CH:32]=[CH:31][CH:30]=[CH:29][C:28]=1[Cl:33]. The yield is 0.460. The catalyst is CN(C=O)C. The product is [C:1]([C:5]1[N:6]=[C:7]([N:14]2[CH2:18][CH2:17][CH:16]([OH:19])[CH2:15]2)[C:8]2[CH:13]=[CH:12][N:11]([CH2:26][C:27]3[CH:32]=[CH:31][CH:30]=[CH:29][C:28]=3[Cl:33])[C:9]=2[N:10]=1)([CH3:3])([CH3:2])[CH3:4]. (2) The reactants are [Cl:1][C:2]1[CH:24]=[C:23]([Cl:25])[CH:22]=[CH:21][C:3]=1[CH2:4][O:5][C:6]1[C:15]([CH3:16])=[C:14]([O:17][CH2:18][O:19][CH3:20])[CH:13]=[CH:12][C:7]=1[C:8]([O:10]C)=[O:9].[OH-].[Na+].O. The catalyst is O1CCCC1.CO. The product is [Cl:1][C:2]1[CH:24]=[C:23]([Cl:25])[CH:22]=[CH:21][C:3]=1[CH2:4][O:5][C:6]1[C:15]([CH3:16])=[C:14]([O:17][CH2:18][O:19][CH3:20])[CH:13]=[CH:12][C:7]=1[C:8]([OH:10])=[O:9]. The yield is 0.310. (3) The reactants are [CH3:1][C:2]1([CH3:16])[C:6]([CH3:8])([CH3:7])[O:5][B:4]([C:9]2[CH:15]=[CH:14][C:12]([NH2:13])=[CH:11][CH:10]=2)[O:3]1.[C:17]1(=O)[CH2:22][CH2:21][CH2:20][CH2:19][CH2:18]1.[BH-](OC(C)=O)(OC(C)=O)OC(C)=O.[Na+].CC(O)=O. The catalyst is ClCCCl. The product is [CH:17]1([NH:13][C:12]2[CH:14]=[CH:15][C:9]([B:4]3[O:3][C:2]([CH3:16])([CH3:1])[C:6]([CH3:7])([CH3:8])[O:5]3)=[CH:10][CH:11]=2)[CH2:22][CH2:21][CH2:20][CH2:19][CH2:18]1. The yield is 0.780. (4) The reactants are C[O:2][C:3](=[O:5])[CH3:4].[CH2:6]([C:8]([C:26]1[S:30][C:29]([S:31]([NH2:34])(=[O:33])=[O:32])=[C:28]([CH3:35])[CH:27]=1)([C:11]1[CH:16]=[CH:15][C:14]([O:17][CH2:18][CH:19]([OH:24])[C:20]([CH3:23])([CH3:22])[CH3:21])=[C:13]([CH3:25])[CH:12]=1)[CH2:9][CH3:10])[CH3:7].[Li+].[OH-].O. The catalyst is O1CCOCC1. The product is [C:3]([OH:5])(=[O:2])[CH3:4].[CH2:6]([C:8]([C:26]1[S:30][C:29]([S:31]([NH2:34])(=[O:33])=[O:32])=[C:28]([CH3:35])[CH:27]=1)([C:11]1[CH:16]=[CH:15][C:14]([O:17][CH2:18][CH:19]([OH:24])[C:20]([CH3:22])([CH3:23])[CH3:21])=[C:13]([CH3:25])[CH:12]=1)[CH2:9][CH3:10])[CH3:7]. The yield is 0.880. (5) The reactants are [CH3:1][C:2]([CH3:48])([CH3:47])[Si:3]([C:41]1[CH:46]=[CH:45][CH:44]=[CH:43][CH:42]=1)([C:35]1[CH:40]=[CH:39][CH:38]=[CH:37][CH:36]=1)[O:4][CH2:5][CH:6]([C:31]([F:34])([F:33])[F:32])[NH:7]/[C:8](=[N:20]/C(=O)OCC1C=CC=CC=1)/[NH:9]C(=O)OCC1C=CC=CC=1.[H][H]. The catalyst is CCO.C1COCC1.[OH-].[OH-].[Pd+2]. The product is [Si:3]([O:4][CH2:5][CH:6]([NH:7][C:8]([NH2:20])=[NH:9])[C:31]([F:34])([F:33])[F:32])([C:2]([CH3:1])([CH3:47])[CH3:48])([C:41]1[CH:46]=[CH:45][CH:44]=[CH:43][CH:42]=1)[C:35]1[CH:40]=[CH:39][CH:38]=[CH:37][CH:36]=1. The yield is 1.00. (6) The reactants are [Cl:1][C:2]1[CH:19]=[CH:18][C:5]([N:6]([CH3:17])[S:7]([C:10]2[CH:15]=[CH:14][C:13]([CH3:16])=[CH:12][CH:11]=2)(=[O:9])=[O:8])=[C:4]([N+:20]([O-])=O)[CH:3]=1.C(=O)(O)[O-].[Na+]. The catalyst is C(O)C. The product is [NH2:20][C:4]1[CH:3]=[C:2]([Cl:1])[CH:19]=[CH:18][C:5]=1[N:6]([CH3:17])[S:7]([C:10]1[CH:11]=[CH:12][C:13]([CH3:16])=[CH:14][CH:15]=1)(=[O:9])=[O:8]. The yield is 0.810. (7) The reactants are [F:1][C:2]1[CH:7]=[CH:6][CH:5]=[C:4]([F:8])[C:3]=1[C:9]1[CH:10]=[C:11]2[C:15](=[CH:16][CH:17]=1)[N:14]([CH:18]1[CH2:23][CH2:22][CH2:21][CH2:20][O:19]1)[N:13]=[C:12]2[C:24]1[N:29]=[C:28]([N:30]2[CH2:35][CH2:34][C@H:33]([OH:36])[C@H:32]([OH:37])[CH2:31]2)[CH:27]=[N:26][CH:25]=1. The yield is 0.290. The product is [F:8][C:4]1[CH:5]=[CH:6][CH:7]=[C:2]([F:1])[C:3]=1[C:9]1[CH:10]=[C:11]2[C:15](=[CH:16][CH:17]=1)[NH:14][N:13]=[C:12]2[C:24]1[N:29]=[C:28]([N:30]2[CH2:35][CH2:34][C@H:33]([OH:36])[C@H:32]([OH:37])[CH2:31]2)[CH:27]=[N:26][CH:25]=1.[F:1][C:2]1[CH:7]=[CH:6][CH:5]=[C:4]([F:8])[C:3]=1[C:9]1[CH:10]=[C:11]2[C:15](=[CH:16][CH:17]=1)[N:14]([CH:18]1[CH2:23][CH2:22][CH2:21][CH2:20][O:19]1)[N:13]=[C:12]2[C:24]1[N:29]=[C:28]([N:30]2[CH2:35][CH2:34][CH:33]([OH:36])[CH:32]([OH:37])[CH2:31]2)[CH:27]=[N:26][CH:25]=1. The catalyst is Cl.CC(O)C.